Dataset: Catalyst prediction with 721,799 reactions and 888 catalyst types from USPTO. Task: Predict which catalyst facilitates the given reaction. (1) Reactant: O=[C:2]([C:30]1[CH:35]=[CH:34][CH:33]=[CH:32][CH:31]=1)[CH2:3][NH:4][C:5]([CH:7]1[CH2:12][CH2:11][CH2:10][N:9]2[N:13]=[C:14]([C:16]3[CH:21]=[CH:20][C:19]([N:22]4[CH:26]=[C:25]([CH3:27])[N:24]=[CH:23]4)=[C:18]([O:28][CH3:29])[N:17]=3)[N:15]=[C:8]12)=O.COC1C=CC(P2(SP(C3C=CC(OC)=CC=3)(=S)S2)=[S:45])=CC=1.C(Cl)(Cl)Cl.C(=O)(O)[O-].[Na+]. Product: [CH3:29][O:28][C:18]1[N:17]=[C:16]([C:14]2[N:15]=[C:8]3[CH:7]([C:5]4[S:45][C:2]([C:30]5[CH:35]=[CH:34][CH:33]=[CH:32][CH:31]=5)=[CH:3][N:4]=4)[CH2:12][CH2:11][CH2:10][N:9]3[N:13]=2)[CH:21]=[CH:20][C:19]=1[N:22]1[CH:26]=[C:25]([CH3:27])[N:24]=[CH:23]1. The catalyst class is: 1. (2) Reactant: C(N(CC)CC)C.[F:8][C:9]1[C:14]([F:15])=[CH:13][CH:12]=[CH:11][C:10]=1[C@H:16]1[CH2:22][N:21]2[C:23]([CH2:26][C:27]([F:30])([F:29])[F:28])=[CH:24][N:25]=[C:20]2[C@H:19]([NH2:31])[CH2:18][CH2:17]1.Cl[C:33](OC1C=CC([N+]([O-])=O)=CC=1)=[O:34].[NH:45]1[CH2:50][CH2:49][CH:48]([C:51]2[C:52](=[O:61])[NH:53][C:54]3[C:59]([CH:60]=2)=[CH:58][CH:57]=[CH:56][CH:55]=3)[CH2:47][CH2:46]1.C(=O)([O-])[O-].[Na+].[Na+]. Product: [F:8][C:9]1[C:14]([F:15])=[CH:13][CH:12]=[CH:11][C:10]=1[C@H:16]1[CH2:22][N:21]2[C:23]([CH2:26][C:27]([F:30])([F:28])[F:29])=[CH:24][N:25]=[C:20]2[C@H:19]([NH:31][C:33]([N:45]2[CH2:46][CH2:47][CH:48]([C:51]3[C:52](=[O:61])[NH:53][C:54]4[C:59]([CH:60]=3)=[CH:58][CH:57]=[CH:56][CH:55]=4)[CH2:49][CH2:50]2)=[O:34])[CH2:18][CH2:17]1. The catalyst class is: 7. (3) Reactant: C([Cl:4])(=O)C.[CH3:5][O:6][C:7]1[CH:27]=[CH:26][C:10]([C:11]([N:13]2[CH2:18][CH2:17][N:16](C(OC(C)(C)C)=O)[CH2:15][CH2:14]2)=[O:12])=[CH:9][C:8]=1[C:28]#[C:29][C:30]1[CH:35]=[CH:34][CH:33]=[CH:32][N:31]=1.Cl.N1CCNCC1. Product: [ClH:4].[CH3:5][O:6][C:7]1[CH:27]=[CH:26][C:10]([C:11]([N:13]2[CH2:14][CH2:15][NH:16][CH2:17][CH2:18]2)=[O:12])=[CH:9][C:8]=1[C:28]#[C:29][C:30]1[CH:35]=[CH:34][CH:33]=[CH:32][N:31]=1. The catalyst class is: 5.